Dataset: HIV replication inhibition screening data with 41,000+ compounds from the AIDS Antiviral Screen. Task: Binary Classification. Given a drug SMILES string, predict its activity (active/inactive) in a high-throughput screening assay against a specified biological target. (1) The drug is BrC(C=NNc1nnc(-c2ccccc2)c(-c2ccccc2)n1)C(Br)c1ccccc1. The result is 0 (inactive). (2) The compound is O=C1c2ccccc2-c2ccccc2C(=O)C1(Br)Br. The result is 0 (inactive). (3) The molecule is COP(=O)(OC)C(N)CCSC.O=C(O)C(=O)O. The result is 0 (inactive). (4) The molecule is COc1ccc(Br)cc1-c1cc(Br)ccc1OC. The result is 0 (inactive). (5) The compound is CC(C)(C)C1CCC2c3c([nH]c4ccccc34)C3C(=O)N(c4ccc(Br)cc4)C(=O)C3C2C1. The result is 0 (inactive).